This data is from Full USPTO retrosynthesis dataset with 1.9M reactions from patents (1976-2016). The task is: Predict the reactants needed to synthesize the given product. Given the product [Cl:22][CH2:23][C:24]([N:3]1[CH2:7][C@H:6]([O:8][Si:9]([CH3:10])([CH3:11])[CH3:12])[CH2:5][C@H:4]1[C:13]([O:15][Si:16]([CH3:17])([CH3:18])[CH3:19])=[O:14])=[O:25], predict the reactants needed to synthesize it. The reactants are: C[Si](C)(C)[N:3]1[CH2:7][C@H:6]([O:8][Si:9]([CH3:12])([CH3:11])[CH3:10])[CH2:5][C@H:4]1[C:13]([O:15][Si:16]([CH3:19])([CH3:18])[CH3:17])=[O:14].[Cl:22][CH2:23][C:24](F)=[O:25].[Si](F)(C)(C)C.